This data is from Reaction yield outcomes from USPTO patents with 853,638 reactions. The task is: Predict the reaction yield, written as a fraction of the theoretical maximum amount of product (1.0 means a 100% yield; for example, 0.34 means a 34% yield). The reactants are [C:1]([C:5]1[O:9][N:8]=[C:7]([NH:10][C:11]([NH:13][C:14]2[CH:19]=[CH:18][CH:17]=[C:16]([O:20][C:21]3[C:30]4[C:25](=[CH:26][CH:27]=[C:28](I)[CH:29]=4)[N:24]=[CH:23][N:22]=3)[CH:15]=2)=[O:12])[CH:6]=1)([CH3:4])([CH3:3])[CH3:2].[CH:32]([C:34]1[O:38][C:37](B(O)O)=[CH:36][CH:35]=1)=[O:33].C([O-])([O-])=O.[Na+].[Na+]. The catalyst is CCO.COCCOC.C1C=CC(P(C2C=CC=CC=2)C2C=CC=CC=2)=CC=1.C1C=CC(P(C2C=CC=CC=2)C2C=CC=CC=2)=CC=1.Cl[Pd]Cl. The product is [C:1]([C:5]1[O:9][N:8]=[C:7]([NH:10][C:11]([NH:13][C:14]2[CH:19]=[CH:18][CH:17]=[C:16]([O:20][C:21]3[C:30]4[C:25](=[CH:26][CH:27]=[C:28]([C:37]5[O:38][C:34]([CH:32]=[O:33])=[CH:35][CH:36]=5)[CH:29]=4)[N:24]=[CH:23][N:22]=3)[CH:15]=2)=[O:12])[CH:6]=1)([CH3:4])([CH3:3])[CH3:2]. The yield is 0.870.